This data is from Full USPTO retrosynthesis dataset with 1.9M reactions from patents (1976-2016). The task is: Predict the reactants needed to synthesize the given product. (1) Given the product [CH2:22]([N:26]1[CH:30]=[C:29]([C:31]2[O:35][C:34]([C:36]([NH:49][C@H:7]3[CH2:12][CH2:11][N:10]([C:13]([O:15][C:16]([CH3:17])([CH3:18])[CH3:19])=[O:14])[CH2:9]3)=[O:38])=[CH:33][CH:32]=2)[CH:28]=[N:27]1)[CH:23]([CH3:25])[CH3:24], predict the reactants needed to synthesize it. The reactants are: NC1C=CC(O[CH:7]2[CH2:12][CH2:11][N:10]([C:13]([O:15][C:16]([CH3:19])([CH3:18])[CH3:17])=[O:14])[CH2:9]C2)=CC=1.[CH2:22]([N:26]1[CH:30]=[C:29]([C:31]2[O:35][C:34]([C:36]([OH:38])=O)=[CH:33][CH:32]=2)[CH:28]=[N:27]1)[CH:23]([CH3:25])[CH3:24].C(OC([N:49]1CC(C(O)=O)C1)=O)C1C=CC=CC=1. (2) Given the product [Br:39][C:40]1[CH:46]=[CH:45][C:43]([NH:44][C:5](=[O:7])[C:4]2[CH:8]=[C:9]([N+:12]([O-:14])=[O:13])[CH:10]=[CH:11][C:3]=2[O:2][CH3:1])=[CH:42][CH:41]=1, predict the reactants needed to synthesize it. The reactants are: [CH3:1][O:2][C:3]1[CH:11]=[CH:10][C:9]([N+:12]([O-:14])=[O:13])=[CH:8][C:4]=1[C:5]([OH:7])=O.CN(C(ON1N=NC2C=CC=NC1=2)=[N+](C)C)C.F[P-](F)(F)(F)(F)F.[Br:39][C:40]1[CH:46]=[CH:45][C:43]([NH2:44])=[CH:42][CH:41]=1. (3) Given the product [Br:1][C:2]1[CH:3]=[CH:4][C:5]([C:8]2([C:11]([NH:15][NH:16][C:43]([O:44][C:38]([CH3:37])([CH3:39])[CH3:24])=[O:46])=[O:13])[CH2:9][CH2:10]2)=[CH:6][CH:7]=1, predict the reactants needed to synthesize it. The reactants are: [Br:1][C:2]1[CH:7]=[CH:6][C:5]([C:8]2([C:11]([OH:13])=O)[CH2:10][CH2:9]2)=[CH:4][CH:3]=1.O[N:15]1C2C=CC=CC=2N=[N:16]1.[CH2:24](N(CC)CC)C.Cl.C(N=C=N[CH2:37][CH2:38][CH2:39]N(C)C)C.[C:43](=[O:46])([O-])[OH:44].[Na+]. (4) Given the product [S:1]1[CH:5]=[CH:4][CH:3]=[C:2]1[CH2:6][NH:7][C:8]([C:10]1[N:11]=[C:12]2[C:17]([C:18]([F:20])([F:21])[F:19])=[CH:16][C:15]([C:22]3[NH:25][C:28](=[O:29])[O:24][N:23]=3)=[CH:14][N:13]2[C:26]=1[Cl:27])=[O:9], predict the reactants needed to synthesize it. The reactants are: [S:1]1[CH:5]=[CH:4][CH:3]=[C:2]1[CH2:6][NH:7][C:8]([C:10]1[N:11]=[C:12]2[C:17]([C:18]([F:21])([F:20])[F:19])=[CH:16][C:15]([C:22](=[NH:25])[NH:23][OH:24])=[CH:14][N:13]2[C:26]=1[Cl:27])=[O:9].[C:28](N1C=CN=C1)(N1C=CN=C1)=[O:29]. (5) Given the product [CH2:1]([O:3][C:4](=[O:16])[C:5]1[C:10]([O:11][CH2:23][CH3:24])=[CH:9][C:8]([C:12]([CH3:15])([CH3:14])[CH3:13])=[N:7][CH:6]=1)[CH3:2], predict the reactants needed to synthesize it. The reactants are: [CH2:1]([O:3][C:4](=[O:16])[C:5]1[C:10]([OH:11])=[CH:9][C:8]([C:12]([CH3:15])([CH3:14])[CH3:13])=[N:7][CH:6]=1)[CH3:2].C(=O)([O-])[O-].[K+].[K+].[CH2:23](I)[CH3:24]. (6) Given the product [Cl:29][C:30]1[N:31]=[CH:32][N:33]=[C:34]([NH:19][CH2:18][C:8]2[C:9]([C:12]3[CH:17]=[CH:16][CH:15]=[CH:14][CH:13]=3)=[N:10][C:11]3[C:6]([CH:7]=2)=[CH:5][CH:4]=[CH:3][C:2]=3[Cl:1])[C:35]=1[O:36][CH3:37], predict the reactants needed to synthesize it. The reactants are: [Cl:1][C:2]1[CH:3]=[CH:4][CH:5]=[C:6]2[C:11]=1[N:10]=[C:9]([C:12]1[CH:17]=[CH:16][CH:15]=[CH:14][CH:13]=1)[C:8]([CH2:18][NH2:19])=[CH:7]2.CCN(C(C)C)C(C)C.[Cl:29][C:30]1[C:35]([O:36][CH3:37])=[C:34](Cl)[N:33]=[CH:32][N:31]=1.